From a dataset of Catalyst prediction with 721,799 reactions and 888 catalyst types from USPTO. Predict which catalyst facilitates the given reaction. (1) Reactant: C[O:2][C:3]1[CH:4]=[CH:5][C:6]2[O:10][CH:9]=[CH:8][C:7]=2[CH:11]=1.Cl.N1C=CC=CC=1.Cl. Product: [OH:2][C:3]1[CH:4]=[CH:5][C:6]2[O:10][CH:9]=[CH:8][C:7]=2[CH:11]=1. The catalyst class is: 6. (2) Reactant: [CH3:1][C:2]([C:12]1[C:20]2[O:19][CH2:18][CH2:17][C:16]=2[CH:15]=[CH:14][CH:13]=1)([CH3:11])[CH2:3][C:4]1([C:7]([F:10])([F:9])[F:8])[CH2:6][O:5]1.[N:21]1[CH:26]=[CH:25][C:24]([N:27]2[C:35]3[CH:34]=[CH:33][CH:32]=[C:31]([NH2:36])[C:30]=3[CH:29]=[N:28]2)=[CH:23][CH:22]=1. Product: [O:19]1[C:20]2[C:12]([C:2]([CH3:11])([CH3:1])[CH2:3][C:4]([CH2:6][NH:36][C:31]3[CH:32]=[CH:33][CH:34]=[C:35]4[C:30]=3[CH:29]=[N:28][N:27]4[C:24]3[CH:25]=[CH:26][N:21]=[CH:22][CH:23]=3)([OH:5])[C:7]([F:10])([F:8])[F:9])=[CH:13][CH:14]=[CH:15][C:16]=2[CH2:17][CH2:18]1. The catalyst class is: 376.